This data is from Forward reaction prediction with 1.9M reactions from USPTO patents (1976-2016). The task is: Predict the product of the given reaction. (1) Given the reactants [F:1][C:2]([F:19])([F:18])[C:3]([NH:5][CH2:6][CH2:7][C:8]1[CH:13]=[CH:12][C:11]([C:14]([F:17])([F:16])[F:15])=[CH:10][CH:9]=1)=[O:4].[CH2:20]=O.S(=O)(=O)(O)O, predict the reaction product. The product is: [F:1][C:2]([F:18])([F:19])[C:3]([N:5]1[CH2:6][CH2:7][C:8]2[C:13](=[CH:12][C:11]([C:14]([F:17])([F:16])[F:15])=[CH:10][CH:9]=2)[CH2:20]1)=[O:4]. (2) The product is: [Cl:11][C:12]1[C:13]2[N:14]([C:18]([CH:3]=[O:4])=[C:19]([C:21]3[CH:26]=[CH:25][C:24]([F:27])=[CH:23][CH:22]=3)[N:20]=2)[CH:15]=[CH:16][CH:17]=1. Given the reactants CN(C)[CH:3]=[O:4].P(Cl)(Cl)(Cl)=O.[Cl:11][C:12]1[C:13]2[N:14]([CH:18]=[C:19]([C:21]3[CH:26]=[CH:25][C:24]([F:27])=[CH:23][CH:22]=3)[N:20]=2)[CH:15]=[CH:16][CH:17]=1.[OH-].[NH4+], predict the reaction product. (3) Given the reactants [N+:1]([C:4]1[C:12]([NH:13]C(=O)C)=[CH:11][CH:10]=[C:9]2[C:5]=1[CH2:6][CH2:7][CH2:8]2)([O-:3])=[O:2], predict the reaction product. The product is: [N+:1]([C:4]1[C:12]([NH2:13])=[CH:11][CH:10]=[C:9]2[C:5]=1[CH2:6][CH2:7][CH2:8]2)([O-:3])=[O:2]. (4) Given the reactants [NH2:1][C:2]1[N:7]=[C:6]([C:8]2[CH:15]=[C:14](F)[C:11]([C:12]#[N:13])=[C:10](F)[CH:9]=2)[CH:5]=[C:4]([N:18]2[CH2:23][CH2:22][O:21][CH2:20][C@H:19]2[CH2:24][CH3:25])[N:3]=1.[O-:26][CH2:27][CH3:28].[Na+].[NH2:30][NH2:31].CCN(C(C)C)C(C)C, predict the reaction product. The product is: [NH2:1][C:2]1[N:7]=[C:6]([C:8]2[CH:15]=[C:14]3[C:11]([C:12]([NH2:13])=[N:30][NH:31]3)=[C:10]([O:26][CH2:27][CH3:28])[CH:9]=2)[CH:5]=[C:4]([N:18]2[CH2:23][CH2:22][O:21][CH2:20][C@H:19]2[CH2:24][CH3:25])[N:3]=1. (5) Given the reactants Cl[C:2]1[N:7]([C:8]2[CH:13]=[C:12]([O:14][C:15]3[CH:20]=[CH:19][CH:18]=[CH:17][C:16]=3[N+:21]([O-:23])=[O:22])[C:11]([Cl:24])=[CH:10][C:9]=2[F:25])[C:6](=[O:26])[CH:5]=[C:4]([C:27]([F:30])([F:29])[F:28])[N:3]=1.[C:31]1(=[N:36][OH:37])[CH2:35][CH2:34][CH2:33][CH2:32]1.C(=O)([O-])[O-].[K+].[K+].O1CCCC1, predict the reaction product. The product is: [Cl:24][C:11]1[C:12]([O:14][C:15]2[CH:20]=[CH:19][CH:18]=[CH:17][C:16]=2[N+:21]([O-:23])=[O:22])=[CH:13][C:8]([N:7]2[C:6](=[O:26])[CH:5]=[C:4]([C:27]([F:30])([F:29])[F:28])[N:3]=[C:2]2[O:37][N:36]=[C:31]2[CH2:35][CH2:34][CH2:33][CH2:32]2)=[C:9]([F:25])[CH:10]=1. (6) Given the reactants [Br:1][C:2]1[CH:3]=[N:4][NH:5][CH:6]=1.[H-].[Na+].[F:9][C:10]1[CH:17]=[CH:16][C:13]([CH2:14]Br)=[CH:12][CH:11]=1, predict the reaction product. The product is: [Br:1][C:2]1[CH:3]=[N:4][N:5]([CH2:14][C:13]2[CH:16]=[CH:17][C:10]([F:9])=[CH:11][CH:12]=2)[CH:6]=1. (7) Given the reactants [Cl:1][C:2]1[CH:10]=[C:9]2[C:5]([C:6]([C:30]#[N:31])=[C:7]([C:12]3[CH:13]=[N:14][CH:15]=[C:16]([CH2:18][N:19]4C(=O)C5C(=CC=CC=5)C4=O)[CH:17]=3)[N:8]2[CH3:11])=[CH:4][CH:3]=1.NN, predict the reaction product. The product is: [NH2:19][CH2:18][C:16]1[CH:17]=[C:12]([C:7]2[N:8]([CH3:11])[C:9]3[C:5]([C:6]=2[C:30]#[N:31])=[CH:4][CH:3]=[C:2]([Cl:1])[CH:10]=3)[CH:13]=[N:14][CH:15]=1. (8) Given the reactants [C:1]([CH2:3][C:4]([NH:6][C:7]1[CH:11]=[CH:10][N:9]([C:12]2[CH:17]=[CH:16][C:15]([O:18][CH3:19])=[CH:14][CH:13]=2)[C:8]=1[C:20]([O:22]CC)=O)=[O:5])#[N:2].[H-].[Na+].[H][H], predict the reaction product. The product is: [OH:22][C:20]1[C:8]2[N:9]([C:12]3[CH:13]=[CH:14][C:15]([O:18][CH3:19])=[CH:16][CH:17]=3)[CH:10]=[CH:11][C:7]=2[NH:6][C:4](=[O:5])[C:3]=1[C:1]#[N:2]. (9) Given the reactants [Cl:1][C:2]1[CH:7]=[CH:6][C:5]([S:8]([N:11]2[C:17]3[CH:18]=[CH:19][CH:20]=[CH:21][C:16]=3[CH2:15][CH2:14][CH2:13][CH2:12]2)(=[O:10])=[O:9])=[CH:4][C:3]=1[N:22]1[C:26]2=[N:27][C:28]([CH2:32][OH:33])=[CH:29][C:30]([CH3:31])=[C:25]2[NH:24][C:23]1=[O:34], predict the reaction product. The product is: [Cl:1][C:2]1[CH:7]=[CH:6][C:5]([S:8]([N:11]2[C:17]3[CH:18]=[CH:19][CH:20]=[CH:21][C:16]=3[CH2:15][CH2:14][CH2:13][CH2:12]2)(=[O:9])=[O:10])=[CH:4][C:3]=1[N:22]1[C:26]2=[N:27][C:28]([CH:32]=[O:33])=[CH:29][C:30]([CH3:31])=[C:25]2[NH:24][C:23]1=[O:34].